This data is from Reaction yield outcomes from USPTO patents with 853,638 reactions. The task is: Predict the reaction yield, written as a fraction of the theoretical maximum amount of product (1.0 means a 100% yield; for example, 0.34 means a 34% yield). (1) The yield is 0.820. No catalyst specified. The reactants are [ClH:1].[NH2:2][N:3]=[CH:4][NH:5][NH:6][CH2:7][C:8]([OH:10])=[O:9].[CH2:11](O)[C:12]1[CH:17]=[CH:16][CH:15]=[CH:14][CH:13]=1. The product is [ClH:1].[C:12]1([CH2:11][O:9][C:8](=[O:10])[CH2:7][NH:6][NH:5][CH:4]=[N:3][NH2:2])[CH:17]=[CH:16][CH:15]=[CH:14][CH:13]=1. (2) The reactants are [N:1]1([CH:6]([CH2:20][CH2:21][CH2:22][CH2:23][CH3:24])[CH2:7][CH2:8][CH2:9][CH2:10][CH2:11][CH2:12][CH2:13][CH2:14][CH2:15][CH2:16]CC#N)[CH:5]=[CH:4][N:3]=[CH:2]1.[OH-:25].[Na+].[CH3:27][CH2:28][OH:29]. The catalyst is O. The product is [N:1]1([CH:6]([CH2:20][CH2:21][CH2:22][CH2:23][CH3:24])[CH2:7][CH2:8][CH2:9][CH2:10][CH2:11][CH2:12][CH2:13][CH2:14][CH2:15][CH2:16][CH2:27][C:28]([OH:25])=[O:29])[CH:5]=[CH:4][N:3]=[CH:2]1. The yield is 0.810. (3) The reactants are [CH3:1][NH:2][C:3]1[C:8]([CH2:9][OH:10])=[CH:7][CH:6]=[CH:5][N:4]=1. The catalyst is C(Cl)(Cl)Cl.[O-2].[O-2].[Mn+4]. The product is [CH3:1][NH:2][C:3]1[N:4]=[CH:5][CH:6]=[CH:7][C:8]=1[CH:9]=[O:10]. The yield is 0.960.